From a dataset of Full USPTO retrosynthesis dataset with 1.9M reactions from patents (1976-2016). Predict the reactants needed to synthesize the given product. (1) The reactants are: [CH3:1][C:2]1[O:6][C:5]([CH2:7][CH:8]2[CH2:13][CH2:12][N:11]([C:14](=[O:17])[CH:15]=[CH2:16])[CH2:10][CH2:9]2)=[N:4][N:3]=1.Br[C:19]1[CH:31]=[CH:30][C:29]([O:32][C:33]([F:36])([F:35])[F:34])=[CH:28][C:20]=1[CH2:21][N:22]1[N:26]=[N:25][C:24]([CH3:27])=[N:23]1.C1(C)C=CC=CC=1P(C1C=CC=CC=1C)C1C=CC=CC=1C.O. Given the product [CH3:1][C:2]1[O:6][C:5]([CH2:7][CH:8]2[CH2:13][CH2:12][N:11]([C:14](=[O:17])/[CH:15]=[CH:16]/[C:19]3[CH:31]=[CH:30][C:29]([O:32][C:33]([F:36])([F:34])[F:35])=[CH:28][C:20]=3[CH2:21][N:22]3[N:26]=[N:25][C:24]([CH3:27])=[N:23]3)[CH2:10][CH2:9]2)=[N:4][N:3]=1, predict the reactants needed to synthesize it. (2) Given the product [CH3:27][CH2:28][C@@:29]1([OH:58])[C:34](=[O:35])[O:33][CH2:32][C:31]2[C:36]([N:38]3[C:50](=[CH:51][C:30]1=2)[C:49]1[C:40](=[C:8]([CH2:9][CH2:10][Si:11]([CH3:14])([CH3:13])[CH3:12])[C:3]2[C:2]([N:1]=1)=[CH:7][CH:6]=[CH:5][CH:4]=2)[CH2:39]3)=[O:37], predict the reactants needed to synthesize it. The reactants are: [NH2:1][C:2]1[CH:7]=[CH:6][CH:5]=[CH:4][C:3]=1[C:8](=O)[CH2:9][CH2:10][Si:11]([CH3:14])([CH3:13])[CH3:12].C1(C)C=CC(S(O)(=O)=O)=CC=1.[CH3:27][CH2:28][C@@:29]1([OH:58])[C:34](=[O:35])[O:33][CH2:32][C:31]2[C:36]([N:38]3[C:50](=[CH:51][C:30]1=2)[C:49]1N=C2C(C(CC[Si](C)(C)C)=CC=C2)=C[C:40]=1[CH2:39]3)=[O:37]. (3) Given the product [CH2:1]([CH:8]1[CH2:9][CH2:10][N:11]([C:14](=[O:18])[C:15]([NH:19][C:20]2[CH:21]=[C:22]3[C:26](=[CH:27][CH:28]=2)[CH2:25][CH2:24][CH2:23]3)=[O:17])[CH2:12][CH2:13]1)[C:2]1[CH:3]=[CH:4][CH:5]=[CH:6][CH:7]=1, predict the reactants needed to synthesize it. The reactants are: [CH2:1]([CH:8]1[CH2:13][CH2:12][N:11]([C:14](=[O:18])[C:15]([OH:17])=O)[CH2:10][CH2:9]1)[C:2]1[CH:7]=[CH:6][CH:5]=[CH:4][CH:3]=1.[NH2:19][C:20]1[CH:21]=[C:22]2[C:26](=[CH:27][CH:28]=1)[CH2:25][CH2:24][CH2:23]2. (4) Given the product [C:20]([C:3]1[C:4]([C:12]2[CH:17]=[CH:16][C:15]([Cl:18])=[CH:14][C:13]=2[Cl:19])=[C:5]([C:7]([O:9][CH2:10][CH3:11])=[O:8])[S:6][C:2]=1[I:22])#[N:21], predict the reactants needed to synthesize it. The reactants are: N[C:2]1[S:6][C:5]([C:7]([O:9][CH2:10][CH3:11])=[O:8])=[C:4]([C:12]2[CH:17]=[CH:16][C:15]([Cl:18])=[CH:14][C:13]=2[Cl:19])[C:3]=1[C:20]#[N:21].[I:22]CI.N(OCCC(C)C)=O. (5) Given the product [Cl:1][C:2]1[C:6]([Cl:7])=[C:5]([C:8]#[N:9])[NH:4][C:3]=1[C:10]([Cl:15])=[O:12], predict the reactants needed to synthesize it. The reactants are: [Cl:1][C:2]1[C:6]([Cl:7])=[C:5]([C:8]#[N:9])[NH:4][C:3]=1[C:10]([OH:12])=O.S(Cl)([Cl:15])=O.